From a dataset of Reaction yield outcomes from USPTO patents with 853,638 reactions. Predict the reaction yield, written as a fraction of the theoretical maximum amount of product (1.0 means a 100% yield; for example, 0.34 means a 34% yield). (1) The reactants are [C:1]([O:5][C:6]([N:8]1[C:12]2=[N:13][CH:14]=[C:15]([O:17]CC3C=CC=CC=3)[CH:16]=[C:11]2[CH:10]=[C:9]1[C:25]([N:27]1[CH2:32][CH2:31][C:30]([F:34])([F:33])[CH2:29][CH2:28]1)=[O:26])=[O:7])([CH3:4])([CH3:3])[CH3:2].C(OCC)(=O)C. The catalyst is CO. The product is [C:1]([O:5][C:6]([N:8]1[C:12]2=[N:13][CH:14]=[C:15]([OH:17])[CH:16]=[C:11]2[CH:10]=[C:9]1[C:25]([N:27]1[CH2:32][CH2:31][C:30]([F:34])([F:33])[CH2:29][CH2:28]1)=[O:26])=[O:7])([CH3:4])([CH3:2])[CH3:3]. The yield is 0.780. (2) The reactants are CC1C=CC(S(O[CH2:12][CH:13]2[NH:18][C:17]3[C:19]([Br:24])=[CH:20][C:21]([F:23])=[CH:22][C:16]=3[O:15][CH2:14]2)(=O)=O)=CC=1.[N-:25]=[N+:26]=[N-:27].[Na+]. The catalyst is CN(C)C=O. The product is [N:25]([CH2:12][CH:13]1[NH:18][C:17]2[C:19]([Br:24])=[CH:20][C:21]([F:23])=[CH:22][C:16]=2[O:15][CH2:14]1)=[N+:26]=[N-:27]. The yield is 0.880. (3) The reactants are [CH2:1]([C:3]1[C:12]([CH:13]=[O:14])=[CH:11][C:10]2[C:5](=[CH:6][CH:7]=[C:8]([O:15][CH3:16])[CH:9]=2)[N:4]=1)[CH3:2].[BH4-].[Na+]. The catalyst is C1COCC1. The product is [CH2:1]([C:3]1[C:12]([CH2:13][OH:14])=[CH:11][C:10]2[C:5](=[CH:6][CH:7]=[C:8]([O:15][CH3:16])[CH:9]=2)[N:4]=1)[CH3:2]. The yield is 0.670. (4) The reactants are [C:1]([N:5]1[CH2:10][CH2:9][N:8]([C:11]2[C:20]3[C:15](=[C:16]([F:31])[C:17]([C:22]4[C:27]([O:28]C)=[CH:26][CH:25]=[CH:24][C:23]=4[F:30])=[C:18]([Cl:21])[CH:19]=3)[N:14]=[CH:13][C:12]=2[C:32]([NH2:34])=[O:33])[CH2:7][CH2:6]1)(=[O:4])[CH:2]=[CH2:3].B(Br)(Br)Br. The catalyst is ClCCl. The product is [C:1]([N:5]1[CH2:10][CH2:9][N:8]([C:11]2[C:20]3[C:15](=[C:16]([F:31])[C:17]([C:22]4[C:27]([OH:28])=[CH:26][CH:25]=[CH:24][C:23]=4[F:30])=[C:18]([Cl:21])[CH:19]=3)[N:14]=[CH:13][C:12]=2[C:32]([NH2:34])=[O:33])[CH2:7][CH2:6]1)(=[O:4])[CH:2]=[CH2:3]. The yield is 1.00. (5) The reactants are [CH:1]([C:4]1[CH:9]=[CH:8][CH:7]=[CH:6][C:5]=1[N:10]=[C:11]1[N:16]=[CH:15][C:14]([CH3:18])([CH3:17])[CH2:13][S:12]1)([CH3:3])[CH3:2].[CH2:19](N(CC)CC)[CH3:20].ClCCl.[C:29](Cl)(=[S:33])OCC. The catalyst is O. The product is [CH2:19]([C:29]([N:16]1[CH2:15][C:14]([CH3:18])([CH3:17])[CH2:13][S:12][C:11]1=[N:10][C:5]1[CH:6]=[CH:7][CH:8]=[CH:9][C:4]=1[CH:1]([CH3:3])[CH3:2])=[S:33])[CH3:20]. The yield is 0.560. (6) The reactants are [CH2:1]([O:3][C:4]([C:6]1[O:7][C:8]2[CH:14]=[CH:13][C:12]([C:15]([CH2:19][CH3:20])(O)[CH2:16][CH3:17])=[CH:11][C:9]=2[CH:10]=1)=[O:5])[CH3:2].[C:21]1([CH3:28])[C:26]([OH:27])=[CH:25]C=C[CH:22]=1.B(F)(F)F.[CH3:33][CH2:34]OCC. No catalyst specified. The product is [CH2:1]([O:3][C:4]([C:6]1[O:7][C:8]2[CH:14]=[CH:13][C:12]([C:15]([CH2:33][CH3:34])([C:19]3[CH:20]=[CH:25][C:26]([OH:27])=[C:21]([CH3:28])[CH:22]=3)[CH2:16][CH3:17])=[CH:11][C:9]=2[CH:10]=1)=[O:5])[CH3:2]. The yield is 0.880. (7) The reactants are Br[C:2]1[CH:3]=[CH:4][C:5]([CH2:8][N:9]2[C:15](=[O:16])[C:14]3[C:17]([F:24])=[CH:18][C:19]([CH:21]4[CH2:23][CH2:22]4)=[CH:20][C:13]=3[O:12][CH2:11][CH2:10]2)=[N:6][CH:7]=1.CC1(C)C(C)(C)OB(B2OC(C)(C)C(C)(C)O2)O1.Cl[C:44]1[CH:49]=[CH:48][N:47]=[C:46]([NH2:50])[C:45]=1[N+:51]([O-])=O.[CH3:54][N:55]1[CH:59]=[C:58]([CH:60]=O)[CH:57]=[N:56]1. No catalyst specified. The product is [CH:21]1([C:19]2[CH:18]=[C:17]([F:24])[C:14]3[C:15](=[O:16])[N:9]([CH2:8][C:5]4[CH:4]=[CH:3][C:2]([C:44]5[CH:49]=[CH:48][N:47]=[C:46]6[NH:50][C:60]([C:58]7[CH:57]=[N:56][N:55]([CH3:54])[CH:59]=7)=[N:51][C:45]=56)=[CH:7][N:6]=4)[CH2:10][CH2:11][O:12][C:13]=3[CH:20]=2)[CH2:23][CH2:22]1. The yield is 0.170. (8) The reactants are Cl[C:2]1[CH:7]=[CH:6][C:5]([C:8]2[CH:13]=[CH:12][C:11]([Cl:14])=[CH:10][CH:9]=2)=[CH:4][N:3]=1.CS(C)=O.[CH:19]([N:22]1[CH2:27][CH2:26][NH:25][CH2:24][CH2:23]1)([CH3:21])[CH3:20]. The product is [Cl:14][C:11]1[CH:12]=[CH:13][C:8]([C:5]2[CH:6]=[CH:7][C:2]([N:25]3[CH2:26][CH2:27][N:22]([CH:19]([CH3:21])[CH3:20])[CH2:23][CH2:24]3)=[N:3][CH:4]=2)=[CH:9][CH:10]=1. The yield is 0.850. The catalyst is O. (9) The reactants are Cl[C:2]1[N:7]2[N:8]=[C:9]([CH3:11])[CH:10]=[C:6]2[N:5]=[C:4]([NH:12][C:13]([CH:15]2[CH2:17][CH:16]2[C:18]2[CH:23]=[CH:22][CH:21]=[CH:20][CH:19]=2)=[O:14])[CH:3]=1.[NH:24]1[CH2:29][CH2:28][CH:27]([NH:30][C:31](=[O:33])[CH3:32])[CH2:26][CH2:25]1. The catalyst is CN1C(=O)CCC1.CS(C)=O.CO. The product is [C:31]([NH:30][CH:27]1[CH2:28][CH2:29][N:24]([C:2]2[N:7]3[N:8]=[C:9]([CH3:11])[CH:10]=[C:6]3[N:5]=[C:4]([NH:12][C:13]([CH:15]3[CH2:17][CH:16]3[C:18]3[CH:23]=[CH:22][CH:21]=[CH:20][CH:19]=3)=[O:14])[CH:3]=2)[CH2:25][CH2:26]1)(=[O:33])[CH3:32]. The yield is 0.270. (10) The reactants are C(O[C:6]([N:8]1[CH2:13][CH2:12][N:11]([C:14]2[C:19]([N+:20]([O-:22])=[O:21])=[CH:18][CH:17]=[CH:16][C:15]=2[N+:23]([O-:25])=[O:24])[CH2:10][CH2:9]1)=O)(C)(C)C.FC(F)(F)C(O)=O.[CH3:33][S:34]([N:37]1[CH2:42][CH2:41][C:40]2[N:43]([CH2:56][CH:57]3C[O:58]3)[N:44]=[C:45]([C:46]3[CH:51]=[CH:50][C:49]([C:52]([F:55])([F:54])[F:53])=[CH:48][CH:47]=3)[C:39]=2[CH2:38]1)(=[O:36])=[O:35]. The catalyst is C(Cl)Cl. The product is [N+:23]([C:15]1[CH:16]=[CH:17][CH:18]=[C:19]([N+:20]([O-:22])=[O:21])[C:14]=1[N:11]1[CH2:10][CH2:9][N:8]([CH2:6][CH:57]([OH:58])[CH2:56][N:43]2[C:40]3[CH2:41][CH2:42][N:37]([S:34]([CH3:33])(=[O:36])=[O:35])[CH2:38][C:39]=3[C:45]([C:46]3[CH:51]=[CH:50][C:49]([C:52]([F:54])([F:55])[F:53])=[CH:48][CH:47]=3)=[N:44]2)[CH2:13][CH2:12]1)([O-:25])=[O:24]. The yield is 0.850.